From a dataset of Forward reaction prediction with 1.9M reactions from USPTO patents (1976-2016). Predict the product of the given reaction. (1) Given the reactants Br[CH:2]([CH2:5][CH3:6])[CH2:3][CH3:4].[CH3:7][O:8][C:9]1[CH:14]=[CH:13][C:12]([S:15]([NH:18][C:19]2[CH:24]=[CH:23][C:22]([O:25][CH3:26])=[CH:21][CH:20]=2)(=[O:17])=[O:16])=[CH:11][CH:10]=1, predict the reaction product. The product is: [CH2:3]([CH:2]([N:18]([C:19]1[CH:24]=[CH:23][C:22]([O:25][CH3:26])=[CH:21][CH:20]=1)[S:15]([C:12]1[CH:13]=[CH:14][C:9]([O:8][CH3:7])=[CH:10][CH:11]=1)(=[O:17])=[O:16])[CH2:5][CH3:6])[CH3:4]. (2) Given the reactants C1(P(C2C=CC=CC=2)C2C=CC=CC=2)C=CC=CC=1.[Br:20][C:21]([Br:24])(Br)Br.C(N(CC)CC)C.[C:32]([O:36][C:37](=[O:49])[N:38]([CH2:40][C@H:41]1[CH2:46][CH2:45][C@H:44]([CH:47]=O)[CH2:43][CH2:42]1)[CH3:39])([CH3:35])([CH3:34])[CH3:33], predict the reaction product. The product is: [C:32]([O:36][C:37](=[O:49])[N:38]([CH2:40][C@H:41]1[CH2:42][CH2:43][C@H:44]([CH:47]=[C:21]([Br:24])[Br:20])[CH2:45][CH2:46]1)[CH3:39])([CH3:35])([CH3:33])[CH3:34].